From a dataset of Forward reaction prediction with 1.9M reactions from USPTO patents (1976-2016). Predict the product of the given reaction. (1) Given the reactants [C:1]([O:5][C:6]([N:8]1[CH2:12][C@H:11]([CH:13]=O)[C@@H:10]([CH2:15][C:16]2[CH:21]=[CH:20][CH:19]=[CH:18][CH:17]=2)[CH2:9]1)=[O:7])([CH3:4])([CH3:3])[CH3:2].[Cl:22][C:23]1[CH:29]=[CH:28][C:26]([NH2:27])=[CH:25][CH:24]=1.C(O[BH-](OC(=O)C)OC(=O)C)(=O)C.[Na+], predict the reaction product. The product is: [C:1]([O:5][C:6]([N:8]1[CH2:12][C@H:11]([CH2:13][NH:27][C:26]2[CH:28]=[CH:29][C:23]([Cl:22])=[CH:24][CH:25]=2)[C@@H:10]([CH2:15][C:16]2[CH:21]=[CH:20][CH:19]=[CH:18][CH:17]=2)[CH2:9]1)=[O:7])([CH3:4])([CH3:3])[CH3:2]. (2) Given the reactants [NH:1]1[CH2:4][CH2:3][CH2:2]1.[CH3:5][N:6]1[C:10]([C:11](=[O:34])[NH:12][C:13]2[N:18]=[C:17]([N:19]3[CH2:24][CH2:23][O:22][CH2:21][CH2:20]3)[N:16]3[CH:25]=[C:26]([C:28]4[CH:33]=[CH:32][CH:31]=[CH:30][CH:29]=4)[N:27]=[C:15]3[CH:14]=2)=[C:9]([C:35](O)=[O:36])[CH:8]=[N:7]1, predict the reaction product. The product is: [N:19]1([C:17]2[N:16]3[CH:25]=[C:26]([C:28]4[CH:29]=[CH:30][CH:31]=[CH:32][CH:33]=4)[N:27]=[C:15]3[CH:14]=[C:13]([NH:12][C:11]([C:10]3[N:6]([CH3:5])[N:7]=[CH:8][C:9]=3[C:35]([N:1]3[CH2:4][CH2:3][CH2:2]3)=[O:36])=[O:34])[N:18]=2)[CH2:20][CH2:21][O:22][CH2:23][CH2:24]1. (3) Given the reactants [NH2:1][CH2:2][CH:3]([CH2:32][C:33]1[CH:38]=[CH:37][C:36]([O:39][CH2:40][CH2:41][O:42][C:43]2[C:48]([Cl:49])=[CH:47][C:46]([CH3:50])=[CH:45][C:44]=2[Cl:51])=[CH:35][CH:34]=1)[C:4]([N:6]([CH2:10][C:11]1[CH:12]=[C:13]([CH:24]=[C:25]([CH2:27][CH2:28][CH2:29][O:30][CH3:31])[CH:26]=1)[O:14][CH2:15][CH:16]1[CH2:18][CH:17]1[C:19]([O:21]CC)=[O:20])[CH:7]1[CH2:9][CH2:8]1)=[O:5].[OH-].[Na+:53], predict the reaction product. The product is: [NH2:1][CH2:2][CH:3]([CH2:32][C:33]1[CH:34]=[CH:35][C:36]([O:39][CH2:40][CH2:41][O:42][C:43]2[C:44]([Cl:51])=[CH:45][C:46]([CH3:50])=[CH:47][C:48]=2[Cl:49])=[CH:37][CH:38]=1)[C:4]([N:6]([CH2:10][C:11]1[CH:12]=[C:13]([CH:24]=[C:25]([CH2:27][CH2:28][CH2:29][O:30][CH3:31])[CH:26]=1)[O:14][CH2:15][CH:16]1[CH2:18][CH:17]1[C:19]([O-:21])=[O:20])[CH:7]1[CH2:9][CH2:8]1)=[O:5].[Na+:53]. (4) Given the reactants [F:1][C:2]([F:15])([F:14])[CH2:3][O:4][C:5]1[N:10]=[C:9]([C:11](=O)[CH3:12])[CH:8]=[CH:7][CH:6]=1.[CH3:16][C:17]([S@:20]([NH2:22])=[O:21])([CH3:19])[CH3:18], predict the reaction product. The product is: [CH3:16][C:17]([S@:20]([NH:22][CH:11]([C:9]1[CH:8]=[CH:7][CH:6]=[C:5]([O:4][CH2:3][C:2]([F:15])([F:14])[F:1])[N:10]=1)[CH3:12])=[O:21])([CH3:19])[CH3:18]. (5) Given the reactants CN(C)[CH2:3][CH2:4]N(C)C.N#N.CCO.[Li]C(CC)C.[Cl:19][C:20]1[CH:28]=C[C:23]([C:24]([OH:26])=[O:25])=[CH:22][CH:21]=1, predict the reaction product. The product is: [Cl:19][C:20]1[CH:21]=[CH:22][C:23]([C:24]([OH:26])=[O:25])=[C:3]([CH3:4])[CH:28]=1. (6) Given the reactants [C:1]1([C:19]2[CH:24]=[CH:23][CH:22]=[CH:21][CH:20]=2)[CH:6]=[CH:5][C:4]([C:7]2[NH:11][C:10]3[CH:12]=[CH:13][CH:14]=[C:15]([C:16](O)=[O:17])[C:9]=3[N:8]=2)=[CH:3][CH:2]=1.C[N:26]1CCOCC1.ClC(OCC(C)C)=O, predict the reaction product. The product is: [C:1]1([C:19]2[CH:24]=[CH:23][CH:22]=[CH:21][CH:20]=2)[CH:6]=[CH:5][C:4]([C:7]2[NH:11][C:10]3[CH:12]=[CH:13][CH:14]=[C:15]([C:16]([NH2:26])=[O:17])[C:9]=3[N:8]=2)=[CH:3][CH:2]=1. (7) Given the reactants [C:1]([PH:5][C:6]([CH3:9])([CH3:8])[CH3:7])([CH3:4])([CH3:3])[CH3:2].[Cl:10][CH2:11][C:12]([CH2:14]Cl)=[CH2:13], predict the reaction product. The product is: [C:1]([P:5]([C:6]([CH3:9])([CH3:8])[CH3:7])[CH2:14][C:12]([CH2:11][Cl:10])=[CH2:13])([CH3:4])([CH3:3])[CH3:2].